From a dataset of Peptide-MHC class II binding affinity with 134,281 pairs from IEDB. Regression. Given a peptide amino acid sequence and an MHC pseudo amino acid sequence, predict their binding affinity value. This is MHC class II binding data. (1) The peptide sequence is WMTGRMGERQLQKIE. The MHC is HLA-DQA10102-DQB10501 with pseudo-sequence HLA-DQA10102-DQB10501. The binding affinity (normalized) is 0. (2) The peptide sequence is PAYEKLSAEQSPPPY. The MHC is DRB1_0404 with pseudo-sequence DRB1_0404. The binding affinity (normalized) is 0. (3) The peptide sequence is WGAIWRIDTPEVLKG. The MHC is HLA-DPA10103-DPB10201 with pseudo-sequence HLA-DPA10103-DPB10201. The binding affinity (normalized) is 0.246. (4) The peptide sequence is KSKPKVYQWFDLR. The MHC is H-2-IEd with pseudo-sequence H-2-IEd. The binding affinity (normalized) is 0. (5) The peptide sequence is YFPPPAAKEDFLGCL. The MHC is HLA-DPA10301-DPB10402 with pseudo-sequence HLA-DPA10301-DPB10402. The binding affinity (normalized) is 0.199. (6) The peptide sequence is AGILARNLVPMVATV. The MHC is DRB1_0401 with pseudo-sequence DRB1_0401. The binding affinity (normalized) is 0.657. (7) The peptide sequence is AAATAGTTVYGNFAA. The MHC is HLA-DQA10102-DQB10602 with pseudo-sequence HLA-DQA10102-DQB10602. The binding affinity (normalized) is 0.622. (8) The binding affinity (normalized) is 0.208. The MHC is DRB3_0101 with pseudo-sequence DRB3_0101. The peptide sequence is PRYVKQNTLKLATGM. (9) The peptide sequence is DVNFPGGGQIVGGVY. The MHC is HLA-DQA10501-DQB10301 with pseudo-sequence HLA-DQA10501-DQB10301. The binding affinity (normalized) is 0.780. (10) The peptide sequence is KPPPFGQAAAGDK. The MHC is DRB1_0101 with pseudo-sequence DRB1_0101. The binding affinity (normalized) is 0.0847.